Dataset: Full USPTO retrosynthesis dataset with 1.9M reactions from patents (1976-2016). Task: Predict the reactants needed to synthesize the given product. (1) Given the product [CH3:22][O:21][C:18]1[N:17]=[CH:16][C:15]([NH:14][C:10]2[N:11]=[CH:12][N:13]=[C:8]([C:6]3[CH:5]=[CH:4][N:3]=[C:2]([C:44]([N:23]4[CH2:28][CH2:27][CH2:26][CH2:25][CH2:24]4)=[O:45])[CH:7]=3)[N:9]=2)=[CH:20][CH:19]=1, predict the reactants needed to synthesize it. The reactants are: Cl[C:2]1[CH:7]=[C:6]([C:8]2[N:13]=[CH:12][N:11]=[C:10]([NH:14][C:15]3[CH:16]=[N:17][C:18]([O:21][CH3:22])=[CH:19][CH:20]=3)[N:9]=2)[CH:5]=[CH:4][N:3]=1.[NH:23]1[CH2:28][CH2:27][CH2:26][CH2:25][CH2:24]1.N12CCCN=C1CCCCC2.[Cl-].[NH4+].CN(C)[CH:44]=[O:45]. (2) Given the product [Br:1][C:2]1[CH:3]=[C:4]([S:8]([F:12])(=[O:10])=[O:9])[CH:5]=[CH:6][CH:7]=1, predict the reactants needed to synthesize it. The reactants are: [Br:1][C:2]1[CH:3]=[C:4]([S:8](Cl)(=[O:10])=[O:9])[CH:5]=[CH:6][CH:7]=1.[F-:12].[K+]. (3) Given the product [Cl:15][CH2:16][C:17]([N:5]1[CH2:6][CH2:7][CH:2]([CH3:1])[CH2:3][CH2:4]1)=[O:18], predict the reactants needed to synthesize it. The reactants are: [CH3:1][CH:2]1[CH2:7][CH2:6][NH:5][CH2:4][CH2:3]1.C(N(CC)CC)C.[Cl:15][CH2:16][C:17](Cl)=[O:18]. (4) Given the product [CH2:18]([N:2]1[C:3]([C:9]([NH2:11])=[O:10])=[C:4]2[CH2:8][CH2:7][CH2:6][C:5]2=[N:1]1)[C:19]1[CH:24]=[CH:23][CH:22]=[CH:21][CH:20]=1, predict the reactants needed to synthesize it. The reactants are: [NH:1]1[C:5]2[CH2:6][CH2:7][CH2:8][C:4]=2[C:3]([C:9]([NH2:11])=[O:10])=[N:2]1.C([O-])([O-])=O.[K+].[K+].[CH2:18](Br)[C:19]1[CH:24]=[CH:23][CH:22]=[CH:21][CH:20]=1. (5) Given the product [F:17][C:16]([F:19])([F:18])[S:13]([O-:15])(=[O:14])=[O:12].[Br:1][C:2]1[CH:3]=[C:4]2[C:9](=[CH:10][CH:11]=1)[CH:8]=[N+:7]([CH3:16])[CH:6]=[CH:5]2, predict the reactants needed to synthesize it. The reactants are: [Br:1][C:2]1[CH:3]=[C:4]2[C:9](=[CH:10][CH:11]=1)[CH:8]=[N:7][CH:6]=[CH:5]2.[O:12](C)[S:13]([C:16]([F:19])([F:18])[F:17])(=[O:15])=[O:14]. (6) Given the product [Si:18]([O:1][C@H:2]1[CH2:6][CH2:5][O:4][C:3]1=[O:7])([C:31]([CH3:34])([CH3:33])[CH3:32])([C:25]1[CH:26]=[CH:27][CH:28]=[CH:29][CH:30]=1)[C:19]1[CH:24]=[CH:23][CH:22]=[CH:21][CH:20]=1, predict the reactants needed to synthesize it. The reactants are: [OH:1][C@H:2]1[CH2:6][CH2:5][O:4][C:3]1=[O:7].N1C=CN=C1.C1COCC1.[Si:18](Cl)([C:31]([CH3:34])([CH3:33])[CH3:32])([C:25]1[CH:30]=[CH:29][CH:28]=[CH:27][CH:26]=1)[C:19]1[CH:24]=[CH:23][CH:22]=[CH:21][CH:20]=1.